Predict hERG channel inhibition at various concentrations. From a dataset of hERG Central: cardiac toxicity at 1µM, 10µM, and general inhibition. (1) The compound is COc1ccc(NC(=O)c2ccc(Cl)nc2)cc1S(=O)(=O)N1CCCCC1. Results: hERG_inhib (hERG inhibition (general)): blocker. (2) The molecule is O=C(CSc1nc2ccccc2c(=O)n1CCC(=O)N1CCCCC1)NCc1ccccc1. Results: hERG_inhib (hERG inhibition (general)): blocker. (3) The compound is CC(C)(C)c1ccc(OCC(O)CN2CCN(C(=O)c3ccccc3)CC2)cc1.O=C(O)C(=O)O. Results: hERG_inhib (hERG inhibition (general)): blocker. (4) The molecule is Nc1nc(CN2CCN(Cc3ccccc3)CC2)nc(N2CCCc3ccccc32)n1. Results: hERG_inhib (hERG inhibition (general)): blocker. (5) The compound is COC(=O)c1ccc(CN2CCC(n3nccc3NC(=O)C3CCCC3)CC2)cc1. Results: hERG_inhib (hERG inhibition (general)): blocker.